Regression. Given two drug SMILES strings and cell line genomic features, predict the synergy score measuring deviation from expected non-interaction effect. From a dataset of NCI-60 drug combinations with 297,098 pairs across 59 cell lines. (1) Drug 1: CC1CCC2CC(C(=CC=CC=CC(CC(C(=O)C(C(C(=CC(C(=O)CC(OC(=O)C3CCCCN3C(=O)C(=O)C1(O2)O)C(C)CC4CCC(C(C4)OC)O)C)C)O)OC)C)C)C)OC. Drug 2: C1=CC=C(C(=C1)C(C2=CC=C(C=C2)Cl)C(Cl)Cl)Cl. Cell line: SF-539. Synergy scores: CSS=-5.04, Synergy_ZIP=6.58, Synergy_Bliss=8.42, Synergy_Loewe=2.36, Synergy_HSA=0.176. (2) Drug 1: CC1=C(C=C(C=C1)C(=O)NC2=CC(=CC(=C2)C(F)(F)F)N3C=C(N=C3)C)NC4=NC=CC(=N4)C5=CN=CC=C5. Drug 2: CC1=C2C(C(=O)C3(C(CC4C(C3C(C(C2(C)C)(CC1OC(=O)C(C(C5=CC=CC=C5)NC(=O)OC(C)(C)C)O)O)OC(=O)C6=CC=CC=C6)(CO4)OC(=O)C)O)C)O. Cell line: OVCAR3. Synergy scores: CSS=20.5, Synergy_ZIP=13.2, Synergy_Bliss=17.1, Synergy_Loewe=11.6, Synergy_HSA=12.7. (3) Drug 1: C1CC(C1)(C(=O)O)C(=O)O.[NH2-].[NH2-].[Pt+2]. Drug 2: C1=NC(=NC(=O)N1C2C(C(C(O2)CO)O)O)N. Cell line: OVCAR-5. Synergy scores: CSS=9.92, Synergy_ZIP=-2.12, Synergy_Bliss=6.73, Synergy_Loewe=-16.6, Synergy_HSA=-5.68. (4) Drug 1: CCC1(CC2CC(C3=C(CCN(C2)C1)C4=CC=CC=C4N3)(C5=C(C=C6C(=C5)C78CCN9C7C(C=CC9)(C(C(C8N6C=O)(C(=O)OC)O)OC(=O)C)CC)OC)C(=O)OC)O.OS(=O)(=O)O. Drug 2: C1CN1C2=NC(=NC(=N2)N3CC3)N4CC4. Cell line: HOP-92. Synergy scores: CSS=26.5, Synergy_ZIP=-7.78, Synergy_Bliss=2.48, Synergy_Loewe=0.887, Synergy_HSA=1.11. (5) Drug 1: CCCS(=O)(=O)NC1=C(C(=C(C=C1)F)C(=O)C2=CNC3=C2C=C(C=N3)C4=CC=C(C=C4)Cl)F. Synergy scores: CSS=27.0, Synergy_ZIP=-1.08, Synergy_Bliss=-2.03, Synergy_Loewe=-28.9, Synergy_HSA=-5.82. Cell line: SK-MEL-28. Drug 2: CS(=O)(=O)OCCCCOS(=O)(=O)C. (6) Drug 1: COC1=C(C=C2C(=C1)N=CN=C2NC3=CC(=C(C=C3)F)Cl)OCCCN4CCOCC4. Drug 2: C1=CC(=CC=C1CCC2=CNC3=C2C(=O)NC(=N3)N)C(=O)NC(CCC(=O)O)C(=O)O. Cell line: OVCAR3. Synergy scores: CSS=42.3, Synergy_ZIP=-10.3, Synergy_Bliss=-12.2, Synergy_Loewe=-5.27, Synergy_HSA=-3.84.